Dataset: Full USPTO retrosynthesis dataset with 1.9M reactions from patents (1976-2016). Task: Predict the reactants needed to synthesize the given product. Given the product [CH3:8][C:5]1[N:4]=[C:3]([C:9]([O:11][CH3:12])=[O:10])[C:2]([N:13]2[CH:17]=[CH:16][CH:15]=[N:14]2)=[CH:7][CH:6]=1, predict the reactants needed to synthesize it. The reactants are: I[C:2]1[C:3]([C:9]([O:11][CH3:12])=[O:10])=[N:4][C:5]([CH3:8])=[CH:6][CH:7]=1.[NH:13]1[CH:17]=[CH:16][CH:15]=[N:14]1.CN[C@@H]1CCCC[C@H]1NC.C(=O)([O-])[O-].[Cs+].[Cs+].[Si](C=[N+]=[N-])(C)(C)C.